Dataset: Full USPTO retrosynthesis dataset with 1.9M reactions from patents (1976-2016). Task: Predict the reactants needed to synthesize the given product. (1) Given the product [Br:1][C:2]1[CH:3]=[C:4]2[C:9](=[CH:10][CH:11]=1)[N:8]=[C:7]([O:33][CH3:32])[C:6]([CH2:13][C:14]1[CH:19]=[CH:18][C:17]([C:20]([F:23])([F:22])[F:21])=[CH:16][CH:15]=1)=[C:5]2[Cl:24], predict the reactants needed to synthesize it. The reactants are: [Br:1][C:2]1[CH:3]=[C:4]2[C:9](=[CH:10][CH:11]=1)[N:8]=[C:7](Cl)[C:6]([CH2:13][C:14]1[CH:19]=[CH:18][C:17]([C:20]([F:23])([F:22])[F:21])=[CH:16][CH:15]=1)=[C:5]2[Cl:24].C1(C)C=CC=CC=1.[CH3:32][O-:33].[Na+].[Al]. (2) Given the product [O:21]1[C:22]2[C:23](=[N:24][CH:25]=[CH:26][CH:27]=2)[O:28][C@@H:19]([C:16]2[CH:15]=[CH:14][C:13]([CH2:12][N:9]([CH:32]3[CH2:33][CH2:34][S:30](=[O:37])(=[O:29])[CH2:31]3)[CH3:8])=[CH:18][CH:17]=2)[CH2:20]1, predict the reactants needed to synthesize it. The reactants are: C(OC(C1CC[N:9]([CH2:12][C:13]2[CH:18]=[CH:17][C:16]([C@@H:19]3[O:28][C:23]4=[N:24][CH:25]=[CH:26][CH:27]=[C:22]4[O:21][CH2:20]3)=[CH:15][CH:14]=2)[CH2:8]C1)=O)C.[O:29]=[S:30]1(=[O:37])[CH2:34][CH2:33][CH:32](NC)[CH2:31]1. (3) Given the product [C:4]([Si:1]([CH3:3])([CH3:2])[O:16][CH2:15][CH2:14][C:10]1[S:9][CH:13]=[CH:12][CH:11]=1)([CH3:7])([CH3:6])[CH3:5], predict the reactants needed to synthesize it. The reactants are: [Si:1](Cl)([C:4]([CH3:7])([CH3:6])[CH3:5])([CH3:3])[CH3:2].[S:9]1[CH:13]=[CH:12][CH:11]=[C:10]1[CH2:14][CH2:15][OH:16].N1C=CN=C1. (4) Given the product [F:3][C:4]1[CH:5]=[C:6]([C@@:11]2([CH3:22])[N:20]([CH2:25][C:24]#[CH:23])[C:19](=[O:21])[C:14]3([CH2:15][CH2:16][CH2:17][CH2:18]3)[NH:13][CH2:12]2)[CH:7]=[C:8]([F:10])[CH:9]=1, predict the reactants needed to synthesize it. The reactants are: [H-].[Na+].[F:3][C:4]1[CH:5]=[C:6]([C@@:11]2([CH3:22])[NH:20][C:19](=[O:21])[C:14]3([CH2:18][CH2:17][CH2:16][CH2:15]3)[NH:13][CH2:12]2)[CH:7]=[C:8]([F:10])[CH:9]=1.[CH2:23](Br)[C:24]#[CH:25].